Dataset: Forward reaction prediction with 1.9M reactions from USPTO patents (1976-2016). Task: Predict the product of the given reaction. (1) Given the reactants C(OC([N:8]1[CH2:13][CH2:12][CH:11]([NH:14][C:15]2[N:20]=[C:19]([NH2:21])[C:18]([C:22](=[O:32])[C:23]3[CH:28]=[CH:27][C:26]([F:29])=[CH:25][C:24]=3[O:30][CH3:31])=[CH:17][N:16]=2)[CH2:10][CH2:9]1)=O)(C)(C)C, predict the reaction product. The product is: [NH2:21][C:19]1[C:18]([C:22]([C:23]2[CH:28]=[CH:27][C:26]([F:29])=[CH:25][C:24]=2[O:30][CH3:31])=[O:32])=[CH:17][N:16]=[C:15]([NH:14][CH:11]2[CH2:10][CH2:9][NH:8][CH2:13][CH2:12]2)[N:20]=1. (2) Given the reactants CN(C=O)C.[CH:6]([NH:10][C:11]1[CH:12]=[C:13]([N:20]([CH2:28][CH:29]2[CH2:34][CH2:33][O:32][CH2:31][CH2:30]2)[C:21](=[O:27])[O:22][C:23]([CH3:26])([CH3:25])[CH3:24])[C:14]2[N:15]([CH:17]=[CH:18][N:19]=2)[N:16]=1)([CH2:8][CH3:9])[CH3:7].C1C(=O)N([I:42])C(=O)C1.OS([O-])=O.[Na+], predict the reaction product. The product is: [CH:6]([NH:10][C:11]1[CH:12]=[C:13]([N:20]([CH2:28][CH:29]2[CH2:30][CH2:31][O:32][CH2:33][CH2:34]2)[C:21](=[O:27])[O:22][C:23]([CH3:25])([CH3:26])[CH3:24])[C:14]2[N:15]([C:17]([I:42])=[CH:18][N:19]=2)[N:16]=1)([CH2:8][CH3:9])[CH3:7]. (3) The product is: [OH:1][CH:2]([CH3:26])[CH:3]([N:10]1[CH2:13][C:12]2([CH2:17][CH2:16][CH2:15][NH:14]2)[C:11]1=[O:25])[C:4]1[N:9]=[CH:8][CH:7]=[CH:6][N:5]=1. Given the reactants [OH:1][CH:2]([CH3:26])[CH:3]([N:10]1[CH2:13][C:12]2([CH2:17][CH2:16][CH2:15][N:14]2C(OC(C)(C)C)=O)[C:11]1=[O:25])[C:4]1[N:9]=[CH:8][CH:7]=[CH:6][N:5]=1.B(F)(F)F, predict the reaction product. (4) Given the reactants [CH3:1][O:2][C:3]([C:5]1[N:6]([CH2:26][CH2:27][OH:28])[C:7]2[C:12]([C:13]=1[C:14]1[CH:19]=[CH:18][C:17]([O:20][CH3:21])=[CH:16][CH:15]=1)=[CH:11][C:10]([O:22][CH3:23])=[C:9]([O:24][CH3:25])[CH:8]=2)=[O:4].[S:29](Cl)([C:32]1[CH:38]=[CH:37][C:35]([CH3:36])=[CH:34][CH:33]=1)(=[O:31])=[O:30], predict the reaction product. The product is: [CH3:1][O:2][C:3]([C:5]1[N:6]([CH2:26][CH2:27][O:28][S:29]([C:32]2[CH:38]=[CH:37][C:35]([CH3:36])=[CH:34][CH:33]=2)(=[O:31])=[O:30])[C:7]2[C:12]([C:13]=1[C:14]1[CH:15]=[CH:16][C:17]([O:20][CH3:21])=[CH:18][CH:19]=1)=[CH:11][C:10]([O:22][CH3:23])=[C:9]([O:24][CH3:25])[CH:8]=2)=[O:4]. (5) Given the reactants [F:1][C:2]1[CH:28]=[CH:27][C:5]([O:6][C:7]2[CH:22]=[C:21]([C:23]([F:26])([F:25])[F:24])[CH:20]=[CH:19][C:8]=2[C:9]([NH:11][C:12]2[CH:17]=[CH:16][NH:15][C:14](=[O:18])[CH:13]=2)=[O:10])=[C:4]([CH3:29])[CH:3]=1.C(OCC)(=O)C.N12CCN(CC1)CC2.[Cl:44][C:45](OCCl)=O, predict the reaction product. The product is: [Cl:44][CH2:45][N:15]1[CH:16]=[CH:17][C:12]([NH:11][C:9](=[O:10])[C:8]2[CH:19]=[CH:20][C:21]([C:23]([F:26])([F:24])[F:25])=[CH:22][C:7]=2[O:6][C:5]2[CH:27]=[CH:28][C:2]([F:1])=[CH:3][C:4]=2[CH3:29])=[CH:13][C:14]1=[O:18]. (6) Given the reactants [Br:1][C:2]1[CH:3]=[C:4]([S:12](Cl)(=[O:14])=[O:13])[C:5]2[CH:6]=[CH:7][N:8]=[CH:9][C:10]=2[CH:11]=1.[CH2:16]([C:23]1[CH:53]=[C:52]([Cl:54])[CH:51]=[CH:50][C:24]=1[O:25][CH2:26][CH2:27][CH2:28][N:29]([CH:33]([C:42]1[CH:47]=[CH:46][C:45]([O:48][CH3:49])=[CH:44][CH:43]=1)[C:34]1[CH:39]=[CH:38][C:37]([O:40][CH3:41])=[CH:36][CH:35]=1)[CH2:30][CH2:31][NH2:32])[C:17]1[CH:22]=[CH:21][CH:20]=[CH:19][CH:18]=1, predict the reaction product. The product is: [CH2:16]([C:23]1[CH:53]=[C:52]([Cl:54])[CH:51]=[CH:50][C:24]=1[O:25][CH2:26][CH2:27][CH2:28][N:29]([CH:33]([C:42]1[CH:43]=[CH:44][C:45]([O:48][CH3:49])=[CH:46][CH:47]=1)[C:34]1[CH:39]=[CH:38][C:37]([O:40][CH3:41])=[CH:36][CH:35]=1)[CH2:30][CH2:31][NH:32][S:12]([C:4]1[C:5]2[CH:6]=[CH:7][N:8]=[CH:9][C:10]=2[CH:11]=[C:2]([Br:1])[CH:3]=1)(=[O:14])=[O:13])[C:17]1[CH:22]=[CH:21][CH:20]=[CH:19][CH:18]=1. (7) Given the reactants [NH2:1][C:2]1[CH:3]=[C:4]2[C:10]([CH:11]3[CH2:16][CH2:15][N:14]([C:17]([O:19][C:20]([CH3:23])([CH3:22])[CH3:21])=[O:18])[CH2:13][CH2:12]3)=[CH:9][N:8]([CH3:24])[C:5]2=[N:6][CH:7]=1.[C:25]([C:27]1[CH:28]=[C:29]([CH:33]=[CH:34][CH:35]=1)[C:30](Cl)=[O:31])#[N:26].C(N(CC)CC)C, predict the reaction product. The product is: [C:25]([C:27]1[CH:28]=[C:29]([CH:33]=[CH:34][CH:35]=1)[C:30]([NH:1][C:2]1[CH:3]=[C:4]2[C:10]([CH:11]3[CH2:12][CH2:13][N:14]([C:17]([O:19][C:20]([CH3:21])([CH3:23])[CH3:22])=[O:18])[CH2:15][CH2:16]3)=[CH:9][N:8]([CH3:24])[C:5]2=[N:6][CH:7]=1)=[O:31])#[N:26]. (8) Given the reactants [Br:1][C:2]1[CH:3]=[CH:4][C:5]([C:9]([F:12])([F:11])[F:10])=[C:6]([CH:8]=1)[NH2:7].C(N(C(C)C)CC)(C)C.[C:22](Cl)(=[O:25])[CH:23]=[CH2:24], predict the reaction product. The product is: [Br:1][C:2]1[CH:3]=[CH:4][C:5]([C:9]([F:10])([F:11])[F:12])=[C:6]([NH:7][C:22](=[O:25])[CH:23]=[CH2:24])[CH:8]=1.